From a dataset of Experimentally validated miRNA-target interactions with 360,000+ pairs, plus equal number of negative samples. Binary Classification. Given a miRNA mature sequence and a target amino acid sequence, predict their likelihood of interaction. (1) The miRNA is mmu-miR-3964 with sequence AUAAGGUAGAAAGCACUAAA. The protein sequence of the target gene is MTEESTKENLGAPKSPTPVTMEKNPKREVVVTTGPLVSEVQLMAATGGAELSCYRCIIPFAVVVFITGIVVTAVAYSFNSHGSIISIFGLVLLSSGLFLLASSALCWKVRQRNKKVKRRESQTALVVNQRCLFA. Result: 0 (no interaction). (2) The miRNA is hsa-miR-3691-3p with sequence ACCAAGUCUGCGUCAUCCUCUC. The protein sequence of the target gene is MAGASLGARFYRQIKRHPGIIPMIGLICLGMGSAALYLLRLALRSPDVCWDRKNNPEPWNRLSPNDQYKFLAVSTDYKKLKKDRPDF. Result: 0 (no interaction). (3) The miRNA is hsa-miR-6875-3p with sequence AUUCUUCCUGCCCUGGCUCCAU. The protein sequence of the target gene is MGDWNLLGDTLEEVHIHSTMIGKIWLTILFIFRMLVLGVAAEDVWNDEQSGFICNTEQPGCRNVCYDQAFPISLIRYWVLQVIFVSSPSLVYMGHALYRLRVLEEERQRMKAQLRVELEEVEFEMPRDRRRLEQELCQLEKRKLNKAPLRGTLLCTYVIHIFTRSVVEVGFMIGQYLLYGFHLEPLFKCHGHPCPNIIDCFVSRPTEKTIFLLFMQSIATISLFLNILEIFHLGFKKIKRGLWGKYKLKKEHNEFHANKAKQNVAKYQSTSANSLKRLPSAPDYNLLVEKQTHTAVYPSL.... Result: 0 (no interaction). (4) The miRNA is hsa-miR-4705 with sequence UCAAUCACUUGGUAAUUGCUGU. The protein sequence of the target gene is MKEYVLLLFLALCSAKPFFSPSHIALKNMMLKDMEDTDDDDDDDDDDDDDDEDNSLFPTREPRSHFFPFDLFPMCPFGCQCYSRVVHCSDLGLTSVPTNIPFDTRMLDLQNNKIKEIKENDFKGLTSLYGLILNNNKLTKIHPKAFLTTKKLRRLYLSHNQLSEIPLNLPKSLAELRIHENKVKKIQKDTFKGMNALHVLEMSANPLDNNGIEPGAFEGVTVFHIRIAEAKLTSVPKGLPPTLLELHLDYNKISTVELEDFKRYKELQRLGLGNNKITDIENGSLANIPRVREIHLENNK.... Result: 0 (no interaction). (5) The miRNA is hsa-miR-3666 with sequence CAGUGCAAGUGUAGAUGCCGA. The protein sequence of the target gene is MAVNVYSTSVTSENLSRHDMLAWVNDSLHLNYTKIEQLCSGAAYCQFMDMLFPGCVHLRKVKFQAKLEHEYIHNFKVLQAAFKKMGVDKIIPVEKLVKGKFQDNFEFIQWFKKFFDANYDGKDYNPLLARQGQDVAPPPNPGDQIFNKSKKLIGTAVPQRTSPTGPKNMQTSGRLSNVAPPCILRKNPPSARNGGHETDAQILELNQQLVDLKLTVDGLEKERDFYFSKLRDIELICQEHESENSPVISGIIGILYATEEGFAPPEDDEIEEHQQEDQDEY. Result: 1 (interaction).